Dataset: Catalyst prediction with 721,799 reactions and 888 catalyst types from USPTO. Task: Predict which catalyst facilitates the given reaction. (1) Reactant: Br[CH2:2][C:3]1[N:4]=[C:5]([C:16]2[CH:21]=[CH:20][C:19]([F:22])=[CH:18][CH:17]=2)[O:6][C:7]=1[S:8][C:9]1[CH:14]=[CH:13][C:12]([Cl:15])=[CH:11][N:10]=1.[CH3:23][NH:24][C:25]1[CH:34]=[CH:33][C:28]([C:29]([O:31][CH3:32])=[O:30])=[CH:27][CH:26]=1.C([O-])([O-])=O.[K+].[K+]. Product: [Cl:15][C:12]1[CH:13]=[CH:14][C:9]([S:8][C:7]2[O:6][C:5]([C:16]3[CH:21]=[CH:20][C:19]([F:22])=[CH:18][CH:17]=3)=[N:4][C:3]=2[CH2:2][N:24]([CH3:23])[C:25]2[CH:26]=[CH:27][C:28]([C:29]([O:31][CH3:32])=[O:30])=[CH:33][CH:34]=2)=[N:10][CH:11]=1. The catalyst class is: 3. (2) Reactant: Br[C:2]1[CH:7]=[CH:6][C:5]([C:8]2[CH:13]=[CH:12][C:11]([N:14]3[C:26]4[CH:25]=[C:24]5[C:27]([CH3:35])([CH3:34])[C:28]6[C:33]([C:23]5=[CH:22][C:21]=4[C:20]4[C:15]3=[CH:16][CH:17]=[CH:18][CH:19]=4)=[CH:32][CH:31]=[CH:30][CH:29]=6)=[CH:10][CH:9]=2)=[CH:4][CH:3]=1.[C:36]1([C:55]2[CH:60]=[CH:59][CH:58]=[CH:57][CH:56]=2)[CH:41]=[CH:40][C:39]([NH:42][C:43]2[CH:48]=[CH:47][C:46]([C:49]3[CH:54]=[CH:53][CH:52]=[CH:51][CH:50]=3)=[CH:45][CH:44]=2)=[CH:38][CH:37]=1.C(P(C(C)(C)C)C(C)(C)C)(C)(C)C.CC([O-])(C)C.[Na+]. Product: [C:46]1([C:49]2[CH:50]=[CH:51][CH:52]=[CH:53][CH:54]=2)[CH:45]=[CH:44][C:43]([N:42]([C:39]2[CH:40]=[CH:41][C:36]([C:55]3[CH:60]=[CH:59][CH:58]=[CH:57][CH:56]=3)=[CH:37][CH:38]=2)[C:2]2[CH:7]=[CH:6][C:5]([C:8]3[CH:13]=[CH:12][C:11]([N:14]4[C:26]5[CH:25]=[C:24]6[C:27]([CH3:35])([CH3:34])[C:28]7[C:33]([C:23]6=[CH:22][C:21]=5[C:20]5[C:15]4=[CH:16][CH:17]=[CH:18][CH:19]=5)=[CH:32][CH:31]=[CH:30][CH:29]=7)=[CH:10][CH:9]=3)=[CH:4][CH:3]=2)=[CH:48][CH:47]=1. The catalyst class is: 222. (3) Reactant: O=[C:2]1[C:11]2[C:6](=[C:7]([C:12]([O:14][CH3:15])=[O:13])[CH:8]=[CH:9][CH:10]=2)[N:5]=[CH:4][NH:3]1.O=P(Cl)(Cl)Cl.CCN(C(C)C)C(C)C.[F:30][C:31]([F:41])([F:40])[C:32]1[CH:33]=[C:34]([CH:37]=[CH:38][CH:39]=1)[CH2:35][NH2:36]. Product: [F:30][C:31]([F:40])([F:41])[C:32]1[CH:33]=[C:34]([CH:37]=[CH:38][CH:39]=1)[CH2:35][NH:36][C:2]1[C:11]2[C:6](=[C:7]([C:12]([O:14][CH3:15])=[O:13])[CH:8]=[CH:9][CH:10]=2)[N:5]=[CH:4][N:3]=1. The catalyst class is: 26. (4) Reactant: [O:1]=[C:2]1[NH:8][C:7]2[CH:9]=[CH:10][CH:11]=[CH:12][C:6]=2[N:5]2[CH2:13][CH2:14][N:15](C(OC(C)(C)C)=O)[CH2:16][CH:4]2[CH2:3]1.Cl.O1CCOCC1. Product: [CH2:13]1[N:5]2[C:6]3[CH:12]=[CH:11][CH:10]=[CH:9][C:7]=3[NH:8][C:2](=[O:1])[CH2:3][CH:4]2[CH2:16][NH:15][CH2:14]1. The catalyst class is: 4.